From a dataset of Peptide-MHC class II binding affinity with 134,281 pairs from IEDB. Regression. Given a peptide amino acid sequence and an MHC pseudo amino acid sequence, predict their binding affinity value. This is MHC class II binding data. (1) The peptide sequence is LHFSEALHIIAGTPE. The MHC is HLA-DQA10101-DQB10501 with pseudo-sequence HLA-DQA10101-DQB10501. The binding affinity (normalized) is 0.412. (2) The peptide sequence is CPAGHAVGIFRAAVCTRGVA. The MHC is DRB1_0404 with pseudo-sequence DRB1_0404. The binding affinity (normalized) is 0.378.